Predict the reactants needed to synthesize the given product. From a dataset of Full USPTO retrosynthesis dataset with 1.9M reactions from patents (1976-2016). (1) The reactants are: [NH2:1][C:2]1[CH:10]=[CH:9][C:5]([C:6]([NH2:8])=[O:7])=[CH:4][C:3]=1Br.[C:12]1(B(O)O)[CH2:17][CH2:16][CH2:15][CH2:14][CH:13]=1. Given the product [NH2:1][C:2]1[CH:10]=[CH:9][C:5]([C:6]([NH2:8])=[O:7])=[CH:4][C:3]=1[C:12]1[CH2:17][CH2:16][CH2:15][CH2:14][CH:13]=1, predict the reactants needed to synthesize it. (2) Given the product [CH:26]1([CH2:25][C@H:3]([NH:2][C:38]([N:35]2[CH2:36][CH2:37][N:32]([CH3:31])[CH2:33][CH2:34]2)=[O:39])[C:4](=[O:5])[NH:6][C@H:7]2[CH2:13][CH2:12][C@@H:11]([CH3:14])[N:10]([S:15]([C:18]3[CH:23]=[CH:22][CH:21]=[CH:20][N:19]=3)(=[O:16])=[O:17])[CH2:9][C:8]2=[O:24])[CH2:27][CH2:28][CH2:29][CH2:30]1, predict the reactants needed to synthesize it. The reactants are: Cl.[NH2:2][C@@H:3]([CH2:25][CH:26]1[CH2:30][CH2:29][CH2:28][CH2:27]1)[C:4]([NH:6][C@H:7]1[CH2:13][CH2:12][C@@H:11]([CH3:14])[N:10]([S:15]([C:18]2[CH:23]=[CH:22][CH:21]=[CH:20][N:19]=2)(=[O:17])=[O:16])[CH2:9][C@@H:8]1[OH:24])=[O:5].[CH3:31][N:32]1[CH2:37][CH2:36][N:35]([C:38](Cl)=[O:39])[CH2:34][CH2:33]1.N1C=CC=CC=1.CC(OI1(OC(C)=O)(OC(C)=O)OC(=O)C2C=CC=CC1=2)=O. (3) Given the product [CH3:35][O:37][C:32]1[CH:33]=[CH:34][C:26]([CH2:25][N:22]2[CH2:23][CH2:24][CH:19]([C:6]3[C:5]4[C:9](=[CH:10][CH:11]=[C:3]([O:2][CH3:1])[CH:4]=4)[N:8]([CH2:12][CH2:13][C:14]4[CH:18]=[CH:17][S:16][CH:15]=4)[CH:7]=3)[CH2:20][CH2:21]2)=[CH:27][C:28]=1[C:29]([OH:31])=[O:30], predict the reactants needed to synthesize it. The reactants are: [CH3:1][O:2][C:3]1[CH:4]=[C:5]2[C:9](=[CH:10][CH:11]=1)[N:8]([CH2:12][CH2:13][C:14]1[CH:18]=[CH:17][S:16][CH:15]=1)[CH:7]=[C:6]2[CH:19]1[CH2:24][CH2:23][N:22]([CH2:25][C:26]2[CH:27]=[C:28]([CH:32]=[CH:33][CH:34]=2)[C:29]([OH:31])=[O:30])[CH2:21][CH2:20]1.[CH2:35]([O:37]C(=O)C1C=C(CBr)C=CC=1OC)C. (4) Given the product [CH2:18]([O:25][C:26](=[O:34])[CH2:27][C@@H:28]([NH:33][C:13](=[O:15])[CH2:12][CH2:11][CH2:10][CH2:9][CH2:8][CH2:7][C:1]1[CH:2]=[CH:3][CH:4]=[CH:5][CH:6]=1)[CH2:29][N:30]([CH3:31])[CH3:32])[C:19]1[CH:24]=[CH:23][CH:22]=[CH:21][CH:20]=1, predict the reactants needed to synthesize it. The reactants are: [C:1]1([CH2:7][CH2:8][CH2:9][CH2:10][CH2:11][CH2:12][C:13]([OH:15])=O)[CH:6]=[CH:5][CH:4]=[CH:3][CH:2]=1.Cl.Cl.[CH2:18]([O:25][C:26](=[O:34])[CH2:27][C@@H:28]([NH2:33])[CH2:29][N:30]([CH3:32])[CH3:31])[C:19]1[CH:24]=[CH:23][CH:22]=[CH:21][CH:20]=1. (5) Given the product [Cl:29][C:30]1[CH:35]=[CH:34][C:33]([O:36][CH3:37])=[C:32]([NH:38][C:39]([CH:15]2[CH2:14][CH2:13][CH2:12][CH2:11][N:10]3[C:16](=[O:18])[CH:17]=[C:7]([C:4]4[CH:5]=[CH:6][N:1]=[CH:2][N:3]=4)[N:8]=[C:9]23)=[S:40])[CH:31]=1, predict the reactants needed to synthesize it. The reactants are: [N:1]1[CH:6]=[CH:5][C:4]([C:7]2[N:8]=[C:9]3[CH2:15][CH2:14][CH2:13][CH2:12][CH2:11][N:10]3[C:16](=[O:18])[CH:17]=2)=[N:3][CH:2]=1.C[Si]([N-][Si](C)(C)C)(C)C.[Li+].[Cl:29][C:30]1[CH:35]=[CH:34][C:33]([O:36][CH3:37])=[C:32]([N:38]=[C:39]=[S:40])[CH:31]=1. (6) Given the product [ClH:28].[N:23]1[CH:24]=[CH:25][CH:26]=[CH:27][C:22]=1[S:19]([C:16]1[S:15][C:14]([N:11]2[CH2:10][CH2:9][NH:8][CH2:13][CH2:12]2)=[N:18][CH:17]=1)(=[O:20])=[O:21], predict the reactants needed to synthesize it. The reactants are: C(OC([N:8]1[CH2:13][CH2:12][N:11]([C:14]2[S:15][C:16]([S:19]([C:22]3[CH:27]=[CH:26][CH:25]=[CH:24][N:23]=3)(=[O:21])=[O:20])=[CH:17][N:18]=2)[CH2:10][CH2:9]1)=O)(C)(C)C.[ClH:28]. (7) Given the product [C:1]1([S:7]([C:10]2[C:15](=[NH:16])[N:14]3[CH:17]=[CH:18][CH:19]=[CH:20][C:13]3=[N:12][C:11]=2[O:24][CH3:23])(=[O:9])=[O:8])[CH:6]=[CH:5][CH:4]=[CH:3][CH:2]=1, predict the reactants needed to synthesize it. The reactants are: [C:1]1([S:7]([C:10]2[C:15](=[NH:16])[N:14]3[CH:17]=[CH:18][CH:19]=[CH:20][C:13]3=[N:12][C:11]=2SC)(=[O:9])=[O:8])[CH:6]=[CH:5][CH:4]=[CH:3][CH:2]=1.[CH3:23][OH:24].O. (8) Given the product [CH3:1][C:2]([CH2:14][CH2:15][CH:16]=[C:17]([CH3:29])[CH2:18][CH2:19][CH:20]=[C:21]([CH3:28])[CH2:22][CH2:23][CH:24]=[C:25]([CH3:27])[CH3:26])=[CH:3][CH2:4][CH2:5][C:6]([O:8][CH2:9][CH:10]([CH2:12][OH:13])[OH:11])=[O:7].[OH2:7], predict the reactants needed to synthesize it. The reactants are: [CH3:1][C:2]([CH2:14][CH2:15][CH:16]=[C:17]([CH3:29])[CH2:18][CH2:19][CH:20]=[C:21]([CH3:28])[CH2:22][CH2:23][CH:24]=[C:25]([CH3:27])[CH3:26])=[CH:3][CH2:4][CH2:5][C:6]([O:8][CH2:9][CH:10]([CH2:12][OH:13])[OH:11])=[O:7].